This data is from Forward reaction prediction with 1.9M reactions from USPTO patents (1976-2016). The task is: Predict the product of the given reaction. Given the reactants [C:1]1([NH:11][C@@H:12]([CH3:17])[C:13]([O:15]C)=[O:14])[C:10]2[C:5](=[CH:6][CH:7]=[CH:8][CH:9]=2)[CH:4]=[CH:3][CH:2]=1.[OH-].[Na+], predict the reaction product. The product is: [C:1]1([NH:11][C@@H:12]([CH3:17])[C:13]([OH:15])=[O:14])[C:10]2[C:5](=[CH:6][CH:7]=[CH:8][CH:9]=2)[CH:4]=[CH:3][CH:2]=1.